Dataset: Forward reaction prediction with 1.9M reactions from USPTO patents (1976-2016). Task: Predict the product of the given reaction. (1) Given the reactants [C:1]([C:5]1([CH2:10][O:11][C:12]2[CH:19]=[C:18]([O:20][CH3:21])[CH:17]=[CH:16][C:13]=2[C:14]#[N:15])[O:9][CH2:8][CH2:7][O:6]1)([CH3:4])([CH3:3])[CH3:2], predict the reaction product. The product is: [C:1]([C:5]1([CH2:10][O:11][C:12]2[CH:19]=[C:18]([O:20][CH3:21])[CH:17]=[CH:16][C:13]=2[CH2:14][NH2:15])[O:9][CH2:8][CH2:7][O:6]1)([CH3:4])([CH3:2])[CH3:3]. (2) Given the reactants F[C:2]1[C:7]([C:8]2[N:13]=[C:12]([CH3:14])[N:11]=[C:10]([N:15]([CH2:25][C:26]3[CH:31]=[CH:30][C:29]([O:32][CH3:33])=[CH:28][CH:27]=3)[CH2:16][C:17]3[CH:22]=[CH:21][C:20]([O:23][CH3:24])=[CH:19][CH:18]=3)[N:9]=2)=[CH:6][C:5]([CH:34]([C:36]2[CH:41]=[CH:40][C:39]([S:42]([CH3:45])(=[O:44])=[O:43])=[CH:38][CH:37]=2)[CH3:35])=[CH:4][N:3]=1.[NH2:46][C:47]1[CH:48]=[CH:49][C:50]([O:53][CH3:54])=[N:51][CH:52]=1.C[Si]([N-][Si](C)(C)C)(C)C.[Li+], predict the reaction product. The product is: [CH3:24][O:23][C:20]1[CH:21]=[CH:22][C:17]([CH2:16][N:15]([CH2:25][C:26]2[CH:31]=[CH:30][C:29]([O:32][CH3:33])=[CH:28][CH:27]=2)[C:10]2[N:9]=[C:8]([C:7]3[C:2]([NH:46][C:47]4[CH:52]=[N:51][C:50]([O:53][CH3:54])=[CH:49][CH:48]=4)=[N:3][CH:4]=[C:5]([CH:34]([C:36]4[CH:41]=[CH:40][C:39]([S:42]([CH3:45])(=[O:43])=[O:44])=[CH:38][CH:37]=4)[CH3:35])[CH:6]=3)[N:13]=[C:12]([CH3:14])[N:11]=2)=[CH:18][CH:19]=1. (3) Given the reactants [CH3:1][CH:2]1[CH2:6][CH2:5][CH2:4][N:3]1[CH:7]1[CH2:11][CH2:10][N:9]([C:12]2[CH:17]=[CH:16][C:15]([N+:18]([O-])=O)=[C:14](C)[CH:13]=2)[CH2:8]1, predict the reaction product. The product is: [CH3:1][CH:2]1[CH2:6][CH2:5][CH2:4][N:3]1[CH:7]1[CH2:11][CH2:10][N:9]([C:12]2[CH:13]=[CH:14][C:15]([NH2:18])=[CH:16][CH:17]=2)[CH2:8]1. (4) The product is: [F:1][C:2]1[CH:3]=[CH:4][C:5]([N:8]2[C:11](=[O:12])[C@H:10]([S:13][CH2:14][CH:15]([C:17]3[CH:18]=[CH:19][C:20]([F:23])=[CH:21][CH:22]=3)[OH:16])[C@H:9]2[C:24]2[CH:25]=[CH:26][C:27]([O:28][CH2:29][C:30]([NH:32][CH2:33][C:34]([NH:78][C@H:77]([C:79]([OH:81])=[O:80])[CH2:76][O:75][CH2:68][C:69]3[CH:74]=[CH:73][CH:72]=[CH:71][CH:70]=3)=[O:35])=[O:31])=[CH:37][CH:38]=2)=[CH:6][CH:7]=1. Given the reactants [F:1][C:2]1[CH:7]=[CH:6][C:5]([N:8]2[C:11](=[O:12])[C@H:10]([S:13][CH2:14][C:15]([C:17]3[CH:22]=[CH:21][C:20]([F:23])=[CH:19][CH:18]=3)=[O:16])[C@H:9]2[C:24]2[CH:38]=[CH:37][C:27]([O:28][CH2:29][C:30]([NH:32][CH2:33][C:34](O)=[O:35])=[O:31])=[CH:26][CH:25]=2)=[CH:4][CH:3]=1.CN1CCOCC1.CN(C(ON1N=NC2C=CC=CC1=2)=[N+](C)C)C.[B-](F)(F)(F)F.[CH2:68]([O:75][CH2:76][C@@H:77]([C:79]([OH:81])=[O:80])[NH2:78])[C:69]1[CH:74]=[CH:73][CH:72]=[CH:71][CH:70]=1, predict the reaction product.